This data is from Full USPTO retrosynthesis dataset with 1.9M reactions from patents (1976-2016). The task is: Predict the reactants needed to synthesize the given product. (1) Given the product [C:1]1([S:11]([N:32]2[C:33]3[C:29](=[CH:28][C:27]([C:25]([NH:24][CH:21]([C:15]4[CH:16]=[CH:17][CH:18]=[CH:19][CH:20]=4)[CH2:22][CH3:23])=[O:26])=[CH:35][CH:34]=3)[CH:30]=[CH:31]2)(=[O:13])=[O:12])[C:10]2[C:5](=[CH:6][CH:7]=[CH:8][CH:9]=2)[CH:4]=[CH:3][CH:2]=1, predict the reactants needed to synthesize it. The reactants are: [C:1]1([S:11](Cl)(=[O:13])=[O:12])[C:10]2[C:5](=[CH:6][CH:7]=[CH:8][CH:9]=2)[CH:4]=[CH:3][CH:2]=1.[C:15]1([CH:21]([NH:24][C:25]([C:27]2[CH:28]=[C:29]3[C:33](=[CH:34][CH:35]=2)[NH:32][CH:31]=[CH:30]3)=[O:26])[CH2:22][CH3:23])[CH:20]=[CH:19][CH:18]=[CH:17][CH:16]=1. (2) Given the product [CH:29]1([CH2:32][O:33][C:34]2[N:39]=[CH:38][C:37]([C:2]3[C:7](=[O:8])[N:6]([CH2:9][C:10]4[CH:15]=[CH:14][C:13]([C:16]5[C:17]([C:22]#[N:23])=[CH:18][CH:19]=[CH:20][CH:21]=5)=[CH:12][CH:11]=4)[C:5]([CH2:24][CH2:25][CH3:26])=[N:4][C:3]=3[CH2:27][CH3:28])=[CH:36][CH:35]=2)[CH2:30][CH2:31]1, predict the reactants needed to synthesize it. The reactants are: Br[C:2]1[C:7](=[O:8])[N:6]([CH2:9][C:10]2[CH:15]=[CH:14][C:13]([C:16]3[C:17]([C:22]#[N:23])=[CH:18][CH:19]=[CH:20][CH:21]=3)=[CH:12][CH:11]=2)[C:5]([CH2:24][CH2:25][CH3:26])=[N:4][C:3]=1[CH2:27][CH3:28].[CH:29]1([CH2:32][O:33][C:34]2[N:39]=[CH:38][C:37](B(O)O)=[CH:36][CH:35]=2)[CH2:31][CH2:30]1.C(=O)([O-])[O-].[Cs+].[Cs+].O1CCOCC1.